Dataset: Full USPTO retrosynthesis dataset with 1.9M reactions from patents (1976-2016). Task: Predict the reactants needed to synthesize the given product. (1) Given the product [CH2:34]([O:33][C:31]([C:2]1[CH:15]=[C:14]2[C:5]([O:6][CH2:7][CH2:8][N:9]3[C:13]2=[N:12][C:11]([C:16]2[N:20]([CH:21]([CH3:22])[CH3:23])[N:19]=[C:18]([CH3:24])[N:17]=2)=[CH:10]3)=[CH:4][C:3]=1[CH3:25])=[CH2:32])[CH3:35], predict the reactants needed to synthesize it. The reactants are: Br[C:2]1[CH:15]=[C:14]2[C:5]([O:6][CH2:7][CH2:8][N:9]3[C:13]2=[N:12][C:11]([C:16]2[N:20]([CH:21]([CH3:23])[CH3:22])[N:19]=[C:18]([CH3:24])[N:17]=2)=[CH:10]3)=[CH:4][C:3]=1[CH3:25].C([Sn](CCCC)(CCCC)[C:31]([O:33][CH2:34][CH3:35])=[CH2:32])CCC.[Li+].[Cl-].[F-].[K+]. (2) Given the product [CH3:1][O:2][CH2:3][C@@H:4]([NH:6][C:7]([C:9]1[C:17]2[C:12](=[N:13][CH:14]=[C:15]([C:18]3[C:26]4[C:21](=[CH:22][C:23]([Cl:27])=[CH:24][CH:25]=4)[N:20]([CH2:28][CH2:29][N:30]([CH3:32])[CH3:31])[N:19]=3)[N:16]=2)[NH:11][CH:10]=1)=[O:8])[CH3:5], predict the reactants needed to synthesize it. The reactants are: [CH3:1][O:2][CH2:3][C@@H:4]([NH:6][C:7]([C:9]1[C:17]2[C:12](=[N:13][CH:14]=[C:15]([C:18]3[C:26]4[C:21](=[CH:22][C:23]([Cl:27])=[CH:24][CH:25]=4)[N:20]([CH2:28][CH2:29][N:30]([CH3:32])[CH3:31])[N:19]=3)[N:16]=2)[N:11](COCC[Si](C)(C)C)[CH:10]=1)=[O:8])[CH3:5].FC(F)(F)C(O)=O.C(N)CN. (3) Given the product [OH:8][CH:9]1[CH2:12][CH:11]([CH2:13][C:14]([O:16][CH2:17][CH3:18])=[O:15])[CH2:10]1, predict the reactants needed to synthesize it. The reactants are: C([O:8][CH:9]1[CH2:12][C:11](=[CH:13][C:14]([O:16][CH2:17][CH3:18])=[O:15])[CH2:10]1)C1C=CC=CC=1.